From a dataset of Reaction yield outcomes from USPTO patents with 853,638 reactions. Predict the reaction yield, written as a fraction of the theoretical maximum amount of product (1.0 means a 100% yield; for example, 0.34 means a 34% yield). (1) The reactants are [F:1][C:2]1[CH:11]=[CH:10][CH:9]=[C:8]2[C:3]=1[C:4]([CH2:19][C:20]([NH2:22])=[O:21])=[N:5][C:6]([N:12]1[CH2:17][CH2:16][N:15]([CH3:18])[CH2:14][CH2:13]1)=[N:7]2.C[O:24][C:25](=O)[C:26]([C:28]1[C:29]2[S:42][CH:41]=[CH:40][C:30]=2[N:31](C(OC(C)(C)C)=O)[CH:32]=1)=O.CC([O-])(C)C.[K+]. The yield is 0.0800. The catalyst is C1COCC1.CCOC(C)=O.O. The product is [F:1][C:2]1[CH:11]=[CH:10][CH:9]=[C:8]2[C:3]=1[C:4]([C:19]1[C:20](=[O:21])[NH:22][C:25](=[O:24])[C:26]=1[C:28]1[C:29]3[S:42][CH:41]=[CH:40][C:30]=3[NH:31][CH:32]=1)=[N:5][C:6]([N:12]1[CH2:17][CH2:16][N:15]([CH3:18])[CH2:14][CH2:13]1)=[N:7]2. (2) The reactants are Cl[C:2]1[C:3]2[CH:20]=[CH:19][S:18][C:4]=2[N:5]=[C:6]([C:8]([F:17])([F:16])[C:9]2[CH:14]=[CH:13][C:12]([F:15])=[CH:11][CH:10]=2)[N:7]=1.[CH3:21][C:22]1[NH:26][N:25]=[C:24]([NH2:27])[CH:23]=1.[I-].[K+].CCN(C(C)C)C(C)C. The catalyst is CN(C=O)C. The product is [F:16][C:8]([F:17])([C:9]1[CH:14]=[CH:13][C:12]([F:15])=[CH:11][CH:10]=1)[C:6]1[N:7]=[C:2]([NH:27][C:24]2[CH:23]=[C:22]([CH3:21])[NH:26][N:25]=2)[C:3]2[CH:20]=[CH:19][S:18][C:4]=2[N:5]=1. The yield is 0.110. (3) The product is [F:6][C:7]1[C:15]([N+:17]([O-:19])=[O:18])=[CH:14][CH:13]=[C:12]([F:16])[C:8]=1[C:9]([OH:11])=[O:10]. The reactants are S(=O)(=O)(O)O.[F:6][C:7]1[CH:15]=[CH:14][CH:13]=[C:12]([F:16])[C:8]=1[C:9]([OH:11])=[O:10].[N+:17]([O-])([O-:19])=[O:18].[K+]. No catalyst specified. The yield is 0.710.